This data is from Forward reaction prediction with 1.9M reactions from USPTO patents (1976-2016). The task is: Predict the product of the given reaction. (1) Given the reactants [Si:1]([O:18][CH2:19][C:20]1[S:24][C:23]([C:25](=O)[CH2:26][CH2:27][C:28](=O)[CH:29]([C:37]2[CH:42]=[CH:41][C:40]([S:43]([CH:46]3[CH2:48][CH2:47]3)(=[O:45])=[O:44])=[CH:39][CH:38]=2)[CH2:30][CH:31]2[CH2:36][CH2:35][O:34][CH2:33][CH2:32]2)=[N:22][N:21]=1)([C:14]([CH3:17])([CH3:16])[CH3:15])([C:8]1[CH:13]=[CH:12][CH:11]=[CH:10][CH:9]=1)[C:2]1[CH:7]=[CH:6][CH:5]=[CH:4][CH:3]=1.C([O-])(=O)C.[NH4+:55].C(=O)([O-])O.[Na+], predict the reaction product. The product is: [Si:1]([O:18][CH2:19][C:20]1[S:24][C:23]([C:25]2[NH:55][C:28]([CH:29]([C:37]3[CH:42]=[CH:41][C:40]([S:43]([CH:46]4[CH2:47][CH2:48]4)(=[O:44])=[O:45])=[CH:39][CH:38]=3)[CH2:30][CH:31]3[CH2:32][CH2:33][O:34][CH2:35][CH2:36]3)=[CH:27][CH:26]=2)=[N:22][N:21]=1)([C:14]([CH3:16])([CH3:15])[CH3:17])([C:8]1[CH:13]=[CH:12][CH:11]=[CH:10][CH:9]=1)[C:2]1[CH:3]=[CH:4][CH:5]=[CH:6][CH:7]=1. (2) Given the reactants [CH3:1][O:2][C:3]1[CH:4]=[C:5]([OH:11])[CH:6]=[CH:7][C:8]=1[O:9][CH3:10].[Cl:12][CH2:13][CH2:14][C:15](Cl)=[O:16].[B], predict the reaction product. The product is: [Cl:12][CH2:13][CH2:14][C:15]([C:6]1[CH:7]=[C:8]([O:9][CH3:10])[C:3]([O:2][CH3:1])=[CH:4][C:5]=1[OH:11])=[O:16]. (3) Given the reactants [F:1][C:2]([F:11])([F:10])[C:3]1[C:7]([CH:8]=[O:9])=[CH:6][NH:5][N:4]=1.[H-].[Na+].Br[CH2:15][C:16]([NH:18][C:19]1[S:23][C:22]2[CH2:24][CH2:25][CH2:26][CH2:27][C:21]=2[C:20]=1[C:28]([NH2:30])=[O:29])=[O:17].O, predict the reaction product. The product is: [CH:8]([C:7]1[C:3]([C:2]([F:1])([F:10])[F:11])=[N:4][N:5]([CH2:15][C:16]([NH:18][C:19]2[S:23][C:22]3[CH2:24][CH2:25][CH2:26][CH2:27][C:21]=3[C:20]=2[C:28]([NH2:30])=[O:29])=[O:17])[CH:6]=1)=[O:9]. (4) Given the reactants [C:1]([C:3]1[C:4]([CH3:31])=[C:5]([C:9]2[CH:14]=[CH:13][CH:12]=[C:11]([CH2:15][O:16][C:17]3[CH:22]=[CH:21][CH:20]=[CH:19][C:18]=3[CH2:23][C:24]([O:26][C:27]([CH3:30])([CH3:29])[CH3:28])=[O:25])[CH:10]=2)[CH:6]=[CH:7][CH:8]=1)#[N:2].[BH4-].[Na+].CO, predict the reaction product. The product is: [NH2:2][CH2:1][C:3]1[C:4]([CH3:31])=[C:5]([C:9]2[CH:14]=[CH:13][CH:12]=[C:11]([CH2:15][O:16][C:17]3[CH:22]=[CH:21][CH:20]=[CH:19][C:18]=3[CH2:23][C:24]([O:26][C:27]([CH3:29])([CH3:28])[CH3:30])=[O:25])[CH:10]=2)[CH:6]=[CH:7][CH:8]=1. (5) Given the reactants C([N:8]1[CH2:18][CH2:17][C:11]2([NH:15][C:14](=[O:16])[O:13][CH2:12]2)[CH2:10][CH2:9]1)C1C=CC=CC=1, predict the reaction product. The product is: [NH:15]1[C:11]2([CH2:10][CH2:9][NH:8][CH2:18][CH2:17]2)[CH2:12][O:13][C:14]1=[O:16]. (6) Given the reactants C([O:9][C:10]1[CH:11]=[CH:12][C:13]2[O:17][C:16]([NH:18][C:19]3[CH:24]=[CH:23][C:22]([Cl:25])=[CH:21][CH:20]=3)=[N:15][C:14]=2[CH:26]=1)(=O)C1C=CC=CC=1.C([O-])([O-])=O.[K+].[K+].O, predict the reaction product. The product is: [Cl:25][C:22]1[CH:21]=[CH:20][C:19]([NH:18][C:16]2[O:17][C:13]3[CH:12]=[CH:11][C:10]([OH:9])=[CH:26][C:14]=3[N:15]=2)=[CH:24][CH:23]=1.